From a dataset of Peptide-MHC class II binding affinity with 134,281 pairs from IEDB. Regression. Given a peptide amino acid sequence and an MHC pseudo amino acid sequence, predict their binding affinity value. This is MHC class II binding data. (1) The peptide sequence is SKGGMRNVFDEVIPT. The MHC is HLA-DPA10201-DPB10501 with pseudo-sequence HLA-DPA10201-DPB10501. The binding affinity (normalized) is 0.0593. (2) The peptide sequence is EVWNRVWITNNPHMQ. The MHC is DRB1_0801 with pseudo-sequence DRB1_0801. The binding affinity (normalized) is 0.428. (3) The peptide sequence is WEQIFSTWLLKPGAG. The MHC is DRB5_0101 with pseudo-sequence DRB5_0101. The binding affinity (normalized) is 0.571. (4) The peptide sequence is NIQIRLPWYSYLYAV. The MHC is DRB1_0404 with pseudo-sequence DRB1_0404. The binding affinity (normalized) is 0.155. (5) The peptide sequence is FIGYGKATLECQVQTKK. The MHC is DRB1_0701 with pseudo-sequence DRB1_0701. The binding affinity (normalized) is 0.337.